Task: Regression. Given two drug SMILES strings and cell line genomic features, predict the synergy score measuring deviation from expected non-interaction effect.. Dataset: NCI-60 drug combinations with 297,098 pairs across 59 cell lines Drug 1: C(=O)(N)NO. Drug 2: CC1CCCC2(C(O2)CC(NC(=O)CC(C(C(=O)C(C1O)C)(C)C)O)C(=CC3=CSC(=N3)C)C)C. Cell line: NCI-H226. Synergy scores: CSS=33.2, Synergy_ZIP=8.15, Synergy_Bliss=3.96, Synergy_Loewe=-30.5, Synergy_HSA=1.63.